Dataset: Catalyst prediction with 721,799 reactions and 888 catalyst types from USPTO. Task: Predict which catalyst facilitates the given reaction. (1) Reactant: [CH2:1]([OH:7])[CH:2]([OH:6])[CH2:3][CH2:4][OH:5].[CH3:8][CH2:9][C:10](=O)[CH2:11][CH3:12].C1(C)C(S(O)(=O)=O)=CC=CC=1. Product: [CH2:9]([C:10]1([CH2:11][CH3:12])[O:6][CH:2]([CH2:3][CH2:4][OH:5])[CH2:1][O:7]1)[CH3:8]. The catalyst class is: 7. (2) Reactant: [F:1][C:2]1[CH:3]=[C:4]([C@H:8]2[CH2:12][CH2:11][CH2:10][N:9]2[C:13]2[CH:18]=[CH:17][N:16]3[N:19]=[CH:20][C:21]([C:22]([OH:24])=O)=[C:15]3[N:14]=2)[CH:5]=[N:6][CH:7]=1.[CH:25]1[CH:26]=CC2N(O)N=[N:31][C:29]=2[CH:30]=1.CCN=C=NCCCN(C)C.C(N(CC)CC)C.N1CCCC1. Product: [F:1][C:2]1[CH:3]=[C:4]([C@H:8]2[CH2:12][CH2:11][CH2:10][N:9]2[C:13]2[CH:18]=[CH:17][N:16]3[N:19]=[CH:20][C:21]([C:22]([N:31]4[CH2:26][CH2:25][CH2:30][CH2:29]4)=[O:24])=[C:15]3[N:14]=2)[CH:5]=[N:6][CH:7]=1. The catalyst class is: 2. (3) Reactant: [CH:1]1([C:4](Cl)=[O:5])[CH2:3][CH2:2]1.[F:7][C:8]([F:36])([F:35])[C:9]1([C:25]2[CH:30]=[CH:29][CH:28]=[C:27]([C:31]([F:34])([F:33])[F:32])[CH:26]=2)[CH2:13][C:12]2[CH:14]=[C:15]([C:18]3[CH:19]=[C:20]([CH:22]=[CH:23][CH:24]=3)[NH2:21])[CH:16]=[CH:17][C:11]=2[O:10]1.CCN(CC)CC.O. Product: [F:36][C:8]([F:7])([F:35])[C:9]1([C:25]2[CH:30]=[CH:29][CH:28]=[C:27]([C:31]([F:34])([F:32])[F:33])[CH:26]=2)[CH2:13][C:12]2[CH:14]=[C:15]([C:18]3[CH:19]=[C:20]([NH:21][C:4]([CH:1]4[CH2:3][CH2:2]4)=[O:5])[CH:22]=[CH:23][CH:24]=3)[CH:16]=[CH:17][C:11]=2[O:10]1. The catalyst class is: 1.